Dataset: Reaction yield outcomes from USPTO patents with 853,638 reactions. Task: Predict the reaction yield, written as a fraction of the theoretical maximum amount of product (1.0 means a 100% yield; for example, 0.34 means a 34% yield). (1) The reactants are [N:1]1[C:6]2[NH:7][CH:8]=[CH:9][C:5]=2[C:4]([C:10]2[CH:11]=[N:12][N:13]([C:15]3([CH2:38][C:39]#[N:40])[CH2:18][N:17]([CH:19]4[CH2:24][CH2:23][N:22]([C:25](=[O:37])[C:26]5[CH:31]=[CH:30][N:29]=[C:28]([C:32]([F:35])([F:34])[F:33])[C:27]=5[F:36])[CH2:21][CH2:20]4)[CH2:16]3)[CH:14]=2)=[N:3][CH:2]=1.[C:41]([OH:50])(=[O:49])[CH2:42][CH2:43][CH2:44][CH2:45][C:46]([OH:48])=[O:47].C(C(C)=O)C(C)C. The catalyst is C([O-])(=O)CCCCC([O-])=O.CO. The product is [C:41]([OH:50])(=[O:49])[CH2:42][CH2:43][CH2:44][CH2:45][C:46]([OH:48])=[O:47].[N:1]1[C:6]2[NH:7][CH:8]=[CH:9][C:5]=2[C:4]([C:10]2[CH:11]=[N:12][N:13]([C:15]3([CH2:38][C:39]#[N:40])[CH2:18][N:17]([CH:19]4[CH2:20][CH2:21][N:22]([C:25](=[O:37])[C:26]5[CH:31]=[CH:30][N:29]=[C:28]([C:32]([F:35])([F:33])[F:34])[C:27]=5[F:36])[CH2:23][CH2:24]4)[CH2:16]3)[CH:14]=2)=[N:3][CH:2]=1. The yield is 0.950. (2) The reactants are [Cl:1][C:2]1[CH:7]=[CH:6][C:5](/[CH:8]=[CH:9]/[C:10]2[O:11][CH:12]=[C:13]([CH2:15][O:16][C:17]3[CH:31]=[CH:30][C:20]([CH2:21][S:22][CH2:23][CH2:24][N:25]4[CH:29]=[CH:28][N:27]=[N:26]4)=[CH:19][CH:18]=3)[N:14]=2)=[C:4]([F:32])[CH:3]=1.ClC1C=C(C(OO)=[O:41])C=CC=1. The catalyst is ClCCl.C(OCC)(=O)C. The product is [Cl:1][C:2]1[CH:7]=[CH:6][C:5](/[CH:8]=[CH:9]/[C:10]2[O:11][CH:12]=[C:13]([CH2:15][O:16][C:17]3[CH:31]=[CH:30][C:20]([CH2:21][S:22]([CH2:23][CH2:24][N:25]4[CH:29]=[CH:28][N:27]=[N:26]4)=[O:41])=[CH:19][CH:18]=3)[N:14]=2)=[C:4]([F:32])[CH:3]=1. The yield is 0.510. (3) The yield is 0.0900. The reactants are [CH:1]([O:4][C:5]1[CH:6]=[C:7]2[C:12](=[CH:13][CH:14]=1)[CH:11]=[N:10][C:9]([C:15]([OH:17])=O)=[CH:8]2)([CH3:3])[CH3:2].CN(C(ON1N=NC2C=CC=CC1=2)=[N+](C)C)C.F[P-](F)(F)(F)(F)F.CCN(C(C)C)C(C)C.[NH:51]1[CH:55]=[CH:54][N:53]=[C:52]1[NH:56][C:57]([C:59]1[C:67]2[NH:66][C:65]([NH2:68])=[N:64][C:63]=2[CH:62]=[CH:61][CH:60]=1)=[O:58]. The product is [NH:53]1[CH:54]=[CH:55][N:51]=[C:52]1[NH:56][C:57]([C:59]1[C:67]2[N:66]=[C:65]([NH:68][C:15]([C:9]3[N:10]=[CH:11][C:12]4[C:7]([CH:8]=3)=[CH:6][C:5]([O:4][CH:1]([CH3:2])[CH3:3])=[CH:14][CH:13]=4)=[O:17])[NH:64][C:63]=2[CH:62]=[CH:61][CH:60]=1)=[O:58]. The catalyst is O.CN(C=O)C. (4) The reactants are C[O:2][C:3]([C:5]1[S:6][C:7]([C:23]2[CH:28]=[CH:27][CH:26]=[C:25]([F:29])[CH:24]=2)=[CH:8][C:9]=1[N:10]([CH:20]([CH3:22])[CH3:21])[C:11]([CH:13]1[CH2:18][CH2:17][CH:16]([CH3:19])[CH2:15][CH2:14]1)=[O:12])=[O:4].O.[Li+].[OH-]. The catalyst is O1CCOCC1. The product is [F:29][C:25]1[CH:24]=[C:23]([C:7]2[S:6][C:5]([C:3]([OH:4])=[O:2])=[C:9]([N:10]([CH:20]([CH3:22])[CH3:21])[C:11]([CH:13]3[CH2:18][CH2:17][CH:16]([CH3:19])[CH2:15][CH2:14]3)=[O:12])[CH:8]=2)[CH:28]=[CH:27][CH:26]=1. The yield is 0.830. (5) The reactants are Br[C:2]1[CH:7]=[CH:6][CH:5]=[CH:4][CH:3]=1.[N:8]1([C:14]([O:16][C:17]([CH3:20])([CH3:19])[CH3:18])=[O:15])[CH2:13][CH2:12][NH:11][CH2:10][CH2:9]1.C1C=CC(P(C2C(C3C(P(C4C=CC=CC=4)C4C=CC=CC=4)=CC=C4C=3C=CC=C4)=C3C(C=CC=C3)=CC=2)C2C=CC=CC=2)=CC=1.CC([O-])(C)C.[Na+]. The catalyst is C1(C)C=CC=CC=1.C1C=CC(/C=C/C(/C=C/C2C=CC=CC=2)=O)=CC=1.C1C=CC(/C=C/C(/C=C/C2C=CC=CC=2)=O)=CC=1.C1C=CC(/C=C/C(/C=C/C2C=CC=CC=2)=O)=CC=1.[Pd].[Pd]. The product is [C:2]1([N:11]2[CH2:10][CH2:9][N:8]([C:14]([O:16][C:17]([CH3:20])([CH3:19])[CH3:18])=[O:15])[CH2:13][CH2:12]2)[CH:7]=[CH:6][CH:5]=[CH:4][CH:3]=1. The yield is 0.780.